This data is from Forward reaction prediction with 1.9M reactions from USPTO patents (1976-2016). The task is: Predict the product of the given reaction. Given the reactants C(OC1C=C(CN)C=CC=1)CCCCC.[CH2:16]([O:22][C:23]1[CH:24]=[C:25]([CH:38]=[CH:39][CH:40]=1)[CH2:26][NH:27][C:28]1[C:37]2[C:32](=[CH:33][CH:34]=[CH:35][CH:36]=2)[N:31]=[CH:30][CH:29]=1)[CH2:17][CH2:18][CH2:19][CH2:20][CH3:21].C(N(CCC)CCC)CC.ClC1C2C(=CC=CC=2)N=CC=1.CO.C(Cl)Cl, predict the reaction product. The product is: [CH2:16]([O:22][C:23]1[CH:24]=[C:25]([CH:38]=[CH:39][CH:40]=1)[CH2:26][NH:27][C:28]1[C:37]2[C:32](=[CH:33][CH:34]=[CH:35][CH:36]=2)[N:31]=[CH:30][CH:29]=1)[CH2:17][CH2:18][CH2:19][CH2:20][CH3:21].